This data is from Reaction yield outcomes from USPTO patents with 853,638 reactions. The task is: Predict the reaction yield, written as a fraction of the theoretical maximum amount of product (1.0 means a 100% yield; for example, 0.34 means a 34% yield). (1) The product is [CH3:16][N:15]([CH3:17])[CH2:14][CH2:13][O:12][C:11]1[CH:18]=[CH:19][CH:20]=[CH:21][C:10]=1[OH:9]. The yield is 1.00. The catalyst is CO.[Pd]. The reactants are Cl.C([O:9][C:10]1[CH:21]=[CH:20][CH:19]=[CH:18][C:11]=1[O:12][CH2:13][CH2:14][N:15]([CH3:17])[CH3:16])C1C=CC=CC=1. (2) The reactants are [NH2:1][C:2]1[CH:23]=[CH:22][C:5]([O:6][C:7]2[CH:8]=[CH:9][C:10]3[N:11]([CH:13]=[C:14]([NH:16][C:17]([CH:19]4[CH2:21][CH2:20]4)=[O:18])[N:15]=3)[N:12]=2)=[CH:4][CH:3]=1.[F:24][C:25]([F:36])([F:35])[C:26]1[CH:27]=[C:28]([CH:32]=[CH:33][CH:34]=1)[C:29](O)=[O:30].C(Cl)(=O)C(Cl)=O.O1CCCC1. The catalyst is CN(C)C=O.CN1CCCC1=O. The product is [CH:19]1([C:17]([NH:16][C:14]2[N:15]=[C:10]3[CH:9]=[CH:8][C:7]([O:6][C:5]4[CH:22]=[CH:23][C:2]([NH:1][C:29](=[O:30])[C:28]5[CH:32]=[CH:33][CH:34]=[C:26]([C:25]([F:24])([F:35])[F:36])[CH:27]=5)=[CH:3][CH:4]=4)=[N:12][N:11]3[CH:13]=2)=[O:18])[CH2:20][CH2:21]1. The yield is 0.240. (3) The reactants are [C:1]([O:5][C:6](=[O:23])[NH:7][C@@H:8]([C:16]1[CH:21]=[CH:20][C:19]([OH:22])=[CH:18][CH:17]=1)[C:9](=[O:15])[N:10]1[CH2:14][CH2:13][CH2:12][CH2:11]1)([CH3:4])([CH3:3])[CH3:2].C(=O)([O-])[O-].[Cs+].[Cs+].[F:30][C:31]([F:50])([F:49])[S:32](N(C1C=CC=CC=1)[S:32]([C:31]([F:50])([F:49])[F:30])(=[O:34])=[O:33])(=[O:34])=[O:33]. The catalyst is O1CCCC1. The product is [F:30][C:31]([F:50])([F:49])[S:32]([O:22][C:19]1[CH:20]=[CH:21][C:16]([C@H:8]([NH:7][C:6]([O:5][C:1]([CH3:4])([CH3:2])[CH3:3])=[O:23])[C:9](=[O:15])[N:10]2[CH2:11][CH2:12][CH2:13][CH2:14]2)=[CH:17][CH:18]=1)(=[O:34])=[O:33]. The yield is 0.790. (4) The reactants are CS(O[CH2:6][CH2:7][N:8]1[C:16]2[CH:15]=[CH:14][CH:13]=[CH:12][C:11]=2[C:10]2[CH2:17][CH2:18][N:19]([C:22]([O:24][C:25]([CH3:28])([CH3:27])[CH3:26])=[O:23])[CH2:20][CH2:21][C:9]1=2)(=O)=O.[N-:29]=[N+:30]=[N-:31].[Na+]. The catalyst is CN(C=O)C.CCOC(C)=O. The product is [N:29]([CH2:6][CH2:7][N:8]1[C:16]2[CH:15]=[CH:14][CH:13]=[CH:12][C:11]=2[C:10]2[CH2:17][CH2:18][N:19]([C:22]([O:24][C:25]([CH3:28])([CH3:27])[CH3:26])=[O:23])[CH2:20][CH2:21][C:9]1=2)=[N+:30]=[N-:31]. The yield is 0.940. (5) The reactants are [C:1]([O:5][C:6]([NH:8][C@@H:9]1[CH:14]=[C:13]([C:15]2[CH:20]=[CH:19][N:18]=[CH:17][C:16]=2[N+:21]([O-])=O)[CH2:12][C@H:11]([CH3:24])[C@H:10]1[O:25][CH2:26][CH2:27][C:28]([O:30][CH3:31])=[O:29])=[O:7])([CH3:4])([CH3:3])[CH3:2]. The catalyst is CCO.[Pd]. The product is [NH2:21][C:16]1[CH:17]=[N:18][CH:19]=[CH:20][C:15]=1[C@@H:13]1[CH2:12][C@H:11]([CH3:24])[C@@H:10]([O:25][CH2:26][CH2:27][C:28]([O:30][CH3:31])=[O:29])[C@H:9]([NH:8][C:6]([O:5][C:1]([CH3:2])([CH3:4])[CH3:3])=[O:7])[CH2:14]1. The yield is 1.00. (6) The reactants are [NH2:1][C:2]1[CH:7]=[CH:6][C:5]([OH:8])=[CH:4][CH:3]=1.CC(C)([O-])C.[K+].F[C:16]1[CH:21]=[CH:20][N:19]=[C:18]([C:22]([F:25])([F:24])[F:23])[CH:17]=1. The catalyst is CN(C)C(=O)C. The product is [F:23][C:22]([F:25])([F:24])[C:18]1[CH:17]=[C:16]([O:8][C:5]2[CH:6]=[CH:7][C:2]([NH2:1])=[CH:3][CH:4]=2)[CH:21]=[CH:20][N:19]=1. The yield is 0.790.